This data is from Full USPTO retrosynthesis dataset with 1.9M reactions from patents (1976-2016). The task is: Predict the reactants needed to synthesize the given product. (1) The reactants are: B(Cl)(Cl)Cl.[F:5][C:6]1[CH:11]=[CH:10][C:9]([NH2:12])=[CH:8][C:7]=1[F:13].[C:14]([C:16]1[CH:21]=[CH:20][N:19]=[CH:18][CH:17]=1)#N.Cl.[OH-:23].[Na+]. Given the product [NH2:12][C:9]1[CH:8]=[C:7]([F:13])[C:6]([F:5])=[CH:11][C:10]=1[C:14]([C:16]1[CH:21]=[CH:20][N:19]=[CH:18][CH:17]=1)=[O:23], predict the reactants needed to synthesize it. (2) Given the product [F:1][C:2]1[CH:3]=[CH:4][C:5]([N+:11]([O-:13])=[O:12])=[C:6]([CH:10]=1)[C:7]([NH:27][CH3:25])=[O:8], predict the reactants needed to synthesize it. The reactants are: [F:1][C:2]1[CH:3]=[CH:4][C:5]([N+:11]([O-:13])=[O:12])=[C:6]([CH:10]=1)[C:7](O)=[O:8].Cl.CN.C(Cl)CCl.C1C=CC2N(O)N=[N:27][C:25]=2C=1.CCN(C(C)C)C(C)C. (3) Given the product [ClH:34].[ClH:34].[CH2:1]([O:8][C:9]1[CH:18]=[C:17]2[C:12]([C:13]([NH:22][CH2:23][CH:24]3[CH2:29][CH2:28][O:27][CH2:26][CH2:25]3)=[C:14]([NH:19][C:30](=[O:33])[CH2:31][CH3:32])[CH:15]=[N:16]2)=[CH:11][CH:10]=1)[C:2]1[CH:7]=[CH:6][CH:5]=[CH:4][CH:3]=1, predict the reactants needed to synthesize it. The reactants are: [CH2:1]([O:8][C:9]1[CH:18]=[C:17]2[C:12]([C:13]([NH:22][CH2:23][CH:24]3[CH2:29][CH2:28][O:27][CH2:26][CH2:25]3)=[C:14]([N+:19]([O-])=O)[CH:15]=[N:16]2)=[CH:11][CH:10]=1)[C:2]1[CH:7]=[CH:6][CH:5]=[CH:4][CH:3]=1.[C:30]([Cl:34])(=[O:33])[CH2:31][CH3:32].